The task is: Predict the reaction yield, written as a fraction of the theoretical maximum amount of product (1.0 means a 100% yield; for example, 0.34 means a 34% yield).. This data is from Reaction yield outcomes from USPTO patents with 853,638 reactions. (1) The reactants are [Cl:1][C:2]1[S:6][C:5]([S:7]([NH:10][C:11]2[CH:19]=[CH:18][C:14]([C:15]([OH:17])=[O:16])=[C:13]([OH:20])[CH:12]=2)(=[O:9])=[O:8])=[CH:4][C:3]=1[C:21]1[CH:22]=[CH:23][C:24]2[O:28][CH2:27][CH2:26][C:25]=2[CH:29]=1.C(N1C=CN=C1)(N1C=CN=C1)=O.N1C=CC=CC=1.[CH3:48][O:49][CH2:50][CH2:51]O. The catalyst is CC#N. The product is [Cl:1][C:2]1[S:6][C:5]([S:7]([NH:10][C:11]2[CH:19]=[CH:18][C:14]([C:15]([O:17][CH2:51][CH2:50][O:49][CH3:48])=[O:16])=[C:13]([OH:20])[CH:12]=2)(=[O:8])=[O:9])=[CH:4][C:3]=1[C:21]1[CH:22]=[CH:23][C:24]2[O:28][CH2:27][CH2:26][C:25]=2[CH:29]=1. The yield is 0.910. (2) The reactants are [NH:1]1[C:5]2=[N:6][CH:7]=[CH:8][CH:9]=[C:4]2[CH:3]=[CH:2]1.[Cl:10][C:11]1[N:16]=[C:15]([O:17][CH3:18])[C:14]([CH:19]=[O:20])=[CH:13][CH:12]=1.CO.[OH-].[K+]. The catalyst is ClCCl. The product is [Cl:10][C:11]1[N:16]=[C:15]([O:17][CH3:18])[C:14]([CH:19]([C:3]2[C:4]3[C:5](=[N:6][CH:7]=[CH:8][CH:9]=3)[NH:1][CH:2]=2)[OH:20])=[CH:13][CH:12]=1. The yield is 0.550. (3) The reactants are P([O-])([O-])([O-])=O.[K+].[K+].[K+].C1CCCCC1.[NH2:15][CH:16]([C:24]1[CH:29]=[CH:28][CH:27]=[CH:26][CH:25]=1)[CH2:17][C:18]([O:20]CCC)=[O:19]. The catalyst is CC(C)=O. The product is [NH2:15][C@H:16]([C:24]1[CH:29]=[CH:28][CH:27]=[CH:26][CH:25]=1)[CH2:17][C:18]([OH:20])=[O:19]. The yield is 0.430. (4) The reactants are [CH2:1]([NH:3][C:4]1[N:11]=[C:10]([C:12]([F:15])([F:14])[F:13])[CH:9]=[CH:8][C:5]=1[C:6]#[N:7])[CH3:2]. The catalyst is N. The product is [NH2:7][CH2:6][C:5]1[C:4]([NH:3][CH2:1][CH3:2])=[N:11][C:10]([C:12]([F:13])([F:14])[F:15])=[CH:9][CH:8]=1. The yield is 0.930. (5) The reactants are [Cl-].O[NH3+:3].[C:4](=[O:7])([O-])[OH:5].[Na+].CS(C)=O.[CH2:13]([C:17]1[N:18]=[C:19]([CH2:48][CH3:49])[N:20]([C:39]2[CH:40]=[CH:41][C:42]3[O:46][CH2:45][CH2:44][C:43]=3[CH:47]=2)[C:21](=[O:38])[C:22]=1[CH2:23][C:24]1[CH:29]=[CH:28][C:27]([C:30]2[C:31]([C:36]#[N:37])=[CH:32][CH:33]=[CH:34][CH:35]=2)=[CH:26][CH:25]=1)[CH2:14][CH2:15][CH3:16]. The catalyst is C(OCC)(=O)C. The product is [CH2:13]([C:17]1[N:18]=[C:19]([CH2:48][CH3:49])[N:20]([C:39]2[CH:40]=[CH:41][C:42]3[O:46][CH2:45][CH2:44][C:43]=3[CH:47]=2)[C:21](=[O:38])[C:22]=1[CH2:23][C:24]1[CH:25]=[CH:26][C:27]([C:30]2[CH:35]=[CH:34][CH:33]=[CH:32][C:31]=2[C:36]2[NH:3][C:4](=[O:7])[O:5][N:37]=2)=[CH:28][CH:29]=1)[CH2:14][CH2:15][CH3:16]. The yield is 0.750. (6) The reactants are [C:1]([NH:4][CH2:5][CH2:6][CH2:7][S:8]([O:11][CH2:12][C:13]([CH3:38])([CH3:37])[C@@H:14]([O:29]CC1C=CC=CC=1)[C:15]([O:17][CH2:18][CH2:19][O:20][C:21]([CH:23]1[CH2:28][CH2:27][CH2:26][CH2:25][CH2:24]1)=[O:22])=[O:16])(=[O:10])=[O:9])(=[O:3])[CH3:2].Cl. The catalyst is [Pd].CO. The product is [C:1]([NH:4][CH2:5][CH2:6][CH2:7][S:8]([O:11][CH2:12][C:13]([CH3:38])([CH3:37])[C@@H:14]([OH:29])[C:15]([O:17][CH2:18][CH2:19][O:20][C:21]([CH:23]1[CH2:28][CH2:27][CH2:26][CH2:25][CH2:24]1)=[O:22])=[O:16])(=[O:10])=[O:9])(=[O:3])[CH3:2]. The yield is 0.940. (7) The reactants are N#N.[N:3]12[CH2:11][CH2:10][CH:7]([CH2:8][CH2:9]1)[NH:6][CH2:5][CH2:4]2.[Br:12][C:13]1[CH:18]=[CH:17][C:16]([N:19]=[C:20]=[O:21])=[CH:15][CH:14]=1.Cl. The catalyst is C1COCC1.CO. The product is [Br:12][C:13]1[CH:18]=[CH:17][C:16]([NH:19][C:20]([N:6]2[CH:7]3[CH2:10][CH2:11][N:3]([CH2:9][CH2:8]3)[CH2:4][CH2:5]2)=[O:21])=[CH:15][CH:14]=1. The yield is 0.630.